From a dataset of Reaction yield outcomes from USPTO patents with 853,638 reactions. Predict the reaction yield, written as a fraction of the theoretical maximum amount of product (1.0 means a 100% yield; for example, 0.34 means a 34% yield). The reactants are Cl[C:2]1[N:11]([CH3:12])[C:10](=[O:13])[C:9]2[C:4](=[CH:5][C:6]([C:14]([O:16][CH3:17])=[O:15])=[CH:7][CH:8]=2)[N:3]=1.C(N(CC)C(C)C)(C)C.[Cl:27][C:28]1[CH:35]=[CH:34][C:31]([CH2:32][NH2:33])=[CH:30][CH:29]=1. The catalyst is C(O)(C)C. The product is [Cl:27][C:28]1[CH:35]=[CH:34][C:31]([CH2:32][NH:33][C:2]2[N:11]([CH3:12])[C:10](=[O:13])[C:9]3[C:4](=[CH:5][C:6]([C:14]([O:16][CH3:17])=[O:15])=[CH:7][CH:8]=3)[N:3]=2)=[CH:30][CH:29]=1. The yield is 0.930.